Dataset: Forward reaction prediction with 1.9M reactions from USPTO patents (1976-2016). Task: Predict the product of the given reaction. Given the reactants C([O:8][CH2:9][CH2:10][C@H:11]([O:33][CH2:34][CH2:35][O:36]CC1C=CC=CC=1)[CH2:12][O:13][C:14]([C:27]1[CH:32]=[CH:31][CH:30]=[CH:29][CH:28]=1)([C:21]1[CH:26]=[CH:25][CH:24]=[CH:23][CH:22]=1)[C:15]1[CH:20]=[CH:19][CH:18]=[CH:17][CH:16]=1)C1C=CC=CC=1, predict the reaction product. The product is: [OH:36][CH2:35][CH2:34][O:33][C@H:11]([CH2:12][O:13][C:14]([C:27]1[CH:32]=[CH:31][CH:30]=[CH:29][CH:28]=1)([C:21]1[CH:22]=[CH:23][CH:24]=[CH:25][CH:26]=1)[C:15]1[CH:16]=[CH:17][CH:18]=[CH:19][CH:20]=1)[CH2:10][CH2:9][OH:8].